This data is from Reaction yield outcomes from USPTO patents with 853,638 reactions. The task is: Predict the reaction yield, written as a fraction of the theoretical maximum amount of product (1.0 means a 100% yield; for example, 0.34 means a 34% yield). (1) The reactants are [CH2:1]([C:8]1[N:13]=[C:12]([Cl:14])[N:11]=[C:10](Cl)[CH:9]=1)[C:2]1[CH:7]=[CH:6][CH:5]=[CH:4][CH:3]=1. The yield is 0.920. The catalyst is N.C(OCC)(=O)C.[Zn]. The product is [CH2:1]([C:8]1[CH:9]=[CH:10][N:11]=[C:12]([Cl:14])[N:13]=1)[C:2]1[CH:3]=[CH:4][CH:5]=[CH:6][CH:7]=1. (2) The catalyst is C(Cl)Cl. The reactants are [OH:1][CH2:2][C@H:3]1[C@@H:7]([OH:8])[CH:6]=[CH:5][CH2:4]1.ClC1C=CC=C(C(OO)=[O:17])C=1. The yield is 0.760. The product is [OH:1][CH2:2][C@@H:3]1[CH2:4][C@H:5]2[C@H:6]([O:17]2)[C@@H:7]1[OH:8]. (3) The reactants are [C:1]([C:5]1[CH:9]=[C:8]([NH2:10])[NH:7][N:6]=1)([CH3:4])([CH3:3])[CH3:2].C(=O)([O-])[O-].[K+].[K+].[CH2:17]([O:19][C:20](=[O:29])[C:21]1[CH:26]=[C:25]([Cl:27])[CH:24]=[C:23](Br)[CH:22]=1)[CH3:18]. The catalyst is [Cu]I. The product is [CH2:17]([O:19][C:20](=[O:29])[C:21]1[CH:26]=[C:25]([Cl:27])[CH:24]=[C:23]([N:7]2[C:8]([NH2:10])=[CH:9][C:5]([C:1]([CH3:4])([CH3:3])[CH3:2])=[N:6]2)[CH:22]=1)[CH3:18]. The yield is 0.190. (4) The reactants are [CH3:1][O:2][C:3]([C:5]1([NH:10][C:11]([CH:13]2[CH2:17][CH:16]([O:18][C:19]3[C:20]4[S:34][CH:33]=[CH:32][C:21]=4[N:22]=[C:23]([C:25]4[N:26]([CH3:31])[N:27]=[C:28]([CH3:30])[CH:29]=4)[N:24]=3)[CH2:15][N:14]2[C:35](=[O:52])[CH:36]([NH:44][C:45]([O:47][C:48]([CH3:51])([CH3:50])[CH3:49])=[O:46])[CH2:37][CH2:38][CH2:39][CH2:40][CH2:41][CH:42]=[CH2:43])=[O:12])[CH2:7][CH:6]1C=C)=[O:4]. The catalyst is ClCCl. The product is [C:48]([O:47][C:45]([NH:44][C@@H:36]1[C:35](=[O:52])[N:14]2[CH2:15][C@H:16]([O:18][C:19]3[C:20]4[S:34][CH:33]=[CH:32][C:21]=4[N:22]=[C:23]([C:25]4[N:26]([CH3:31])[N:27]=[C:28]([CH3:30])[CH:29]=4)[N:24]=3)[CH2:17][C@H:13]2[C:11](=[O:12])[NH:10][C@:5]2([C:3]([O:2][CH3:1])=[O:4])[CH2:6][C@H:7]2[CH:43]=[CH:42][CH2:41][CH2:40][CH2:39][CH2:38][CH2:37]1)=[O:46])([CH3:51])([CH3:49])[CH3:50]. The yield is 0.380. (5) The reactants are [C:1]([O:5][C:6]([NH:8][CH:9]([C@H:15]([CH2:23]OC)[CH2:16][CH:17]([CH3:22])[CH2:18][CH2:19][CH:20]=[CH2:21])[C:10]([O:12]CC)=[O:11])=[O:7])([CH3:4])([CH3:3])[CH3:2].CO.[Li+].[OH-]. The catalyst is C1COCC1.O. The product is [C:1]([O:5][C:6]([NH:8][CH:9]([C@H:15]([CH3:23])[CH2:16][CH:17]([CH3:22])[CH2:18][CH2:19][CH:20]=[CH2:21])[C:10]([OH:12])=[O:11])=[O:7])([CH3:4])([CH3:3])[CH3:2]. The yield is 0.840. (6) The reactants are C1([C@@H]([N:9]2[C@@H:14]([C:15]([O:17][CH2:18][CH3:19])=[O:16])[C@H:13]3[CH2:20][C@@H:10]2[CH:11]=[CH:12]3)C)C=CC=CC=1. The catalyst is C(OCC)(=O)C.[OH-].[OH-].[Pd+2]. The product is [C@@H:10]12[CH2:20][C@@H:13]([CH2:12][CH2:11]1)[C@H:14]([C:15]([O:17][CH2:18][CH3:19])=[O:16])[NH:9]2. The yield is 0.250. (7) The reactants are C(O)(C(F)(F)F)=O.[C:8]([N:12]1[C:16](=[O:17])[C:15]([NH:18][CH:19]2[CH2:24][CH2:23][N:22](C(OC(C)(C)C)=O)[CH2:21][CH2:20]2)=[C:14]([C:32]2[CH:37]=[CH:36][CH:35]=[CH:34][CH:33]=2)[S:13]1(=[O:39])=[O:38])([CH3:11])([CH3:10])[CH3:9].C([O-])(O)=O.[Na+]. The catalyst is C(Cl)Cl. The product is [C:8]([N:12]1[C:16](=[O:17])[C:15]([NH:18][CH:19]2[CH2:24][CH2:23][NH:22][CH2:21][CH2:20]2)=[C:14]([C:32]2[CH:33]=[CH:34][CH:35]=[CH:36][CH:37]=2)[S:13]1(=[O:39])=[O:38])([CH3:11])([CH3:9])[CH3:10]. The yield is 0.970. (8) The reactants are [Cl:1][C:2]1[CH:14]=[C:13]([NH:15][C:16]2[C:25]3[C:20](=[CH:21][CH:22]=[CH:23][C:24]=3[O:26][CH:27]3[CH2:32][CH2:31][N:30]([CH3:33])[CH2:29][CH2:28]3)[N:19]=[CH:18][N:17]=2)[CH:12]=[CH:11][C:3]=1[C:4]([O:6]C(C)(C)C)=[O:5]. The catalyst is Cl.CC(C)=O. The product is [ClH:1].[Cl:1][C:2]1[CH:14]=[C:13]([NH:15][C:16]2[C:25]3[C:20](=[CH:21][CH:22]=[CH:23][C:24]=3[O:26][CH:27]3[CH2:32][CH2:31][N:30]([CH3:33])[CH2:29][CH2:28]3)[N:19]=[CH:18][N:17]=2)[CH:12]=[CH:11][C:3]=1[C:4]([OH:6])=[O:5]. The yield is 1.00. (9) The reactants are [CH3:1][O-:2].[Na+].[Br:4][C:5]1[CH:6]=[N:7][CH:8]=[C:9](Br)[CH:10]=1. The catalyst is CN(C)C=O.O. The product is [Br:4][C:5]1[CH:6]=[N:7][CH:8]=[C:9]([O:2][CH3:1])[CH:10]=1. The yield is 0.590. (10) The reactants are [CH3:1][O:2][C:3]1[CH:4]=[C:5]2[C:9](=[CH:10][CH:11]=1)[N:8]([CH3:12])[CH:7]=[C:6]2[C:13]1[N:37](COCC[Si](C)(C)C)[C:16]2[N:17]=[CH:18][C:19]3[N:20]([C:21]([C@@H:24]4[CH2:28][CH2:27][C@H:26]([NH:29]C(=O)OC(C)(C)C)[CH2:25]4)=[N:22][CH:23]=3)[C:15]=2[CH:14]=1.[C:46]([OH:52])([C:48](F)(F)F)=[O:47].[NH4+].[OH-]. The catalyst is C(Cl)Cl. The product is [C:46]([OH:52])(=[O:47])[CH3:48].[C:46]([OH:52])(=[O:47])[CH3:48].[CH3:1][O:2][C:3]1[CH:4]=[C:5]2[C:9](=[CH:10][CH:11]=1)[N:8]([CH3:12])[CH:7]=[C:6]2[C:13]1[NH:37][C:16]2[N:17]=[CH:18][C:19]3[N:20]([C:21]([C@@H:24]4[CH2:28][CH2:27][C@H:26]([NH2:29])[CH2:25]4)=[N:22][CH:23]=3)[C:15]=2[CH:14]=1. The yield is 0.530.